The task is: Predict which catalyst facilitates the given reaction.. This data is from Catalyst prediction with 721,799 reactions and 888 catalyst types from USPTO. (1) Reactant: [Br:1][C:2]1[CH:3]=[C:4]2[CH:10]=[CH:9][NH:8][C:5]2=[N:6][CH:7]=1.[H-].[Na+].[C:13]1([S:19](Cl)(=[O:21])=[O:20])[CH:18]=[CH:17][CH:16]=[CH:15][CH:14]=1. Product: [Br:1][C:2]1[CH:3]=[C:4]2[CH:10]=[CH:9][N:8]([S:19]([C:13]3[CH:18]=[CH:17][CH:16]=[CH:15][CH:14]=3)(=[O:21])=[O:20])[C:5]2=[N:6][CH:7]=1. The catalyst class is: 7. (2) Reactant: O=[C:2]1[CH2:8][O:7][CH2:6][CH2:5][N:4]([C:9]([O:11][C:12]([CH3:15])([CH3:14])[CH3:13])=[O:10])[CH2:3]1.[NH:16]([C:18]([O:20][CH2:21][C:22]1[CH:27]=[CH:26][CH:25]=[CH:24][CH:23]=1)=[O:19])[NH2:17].C([BH3-])#N.[Na+].C1(C)C=CC(S(O)(=O)=O)=CC=1. Product: [CH2:21]([O:20][C:18]([NH:16][NH:17][CH:2]1[CH2:8][O:7][CH2:6][CH2:5][N:4]([C:9]([O:11][C:12]([CH3:15])([CH3:14])[CH3:13])=[O:10])[CH2:3]1)=[O:19])[C:22]1[CH:27]=[CH:26][CH:25]=[CH:24][CH:23]=1. The catalyst class is: 7. (3) Reactant: [NH2:1][C:2]1[CH:3]=[C:4]2[C:8](=[CH:9][CH:10]=1)[NH:7][N:6]=[C:5]2[C:11]1[NH:12][C:13]2[C:14]([N:27]=1)=[CH:15][C:16]1[C:17]([CH3:26])([CH3:25])[C:18](=[O:24])[N:19]([CH2:22][CH3:23])[C:20]=1[CH:21]=2.Cl.[CH2:29](Cl)[C:30]1[CH:35]=[CH:34][CH:33]=[N:32][CH:31]=1.C(N(C(C)C)CC)(C)C.[OH-:46].[K+]. Product: [CH2:22]([N:19]1[C:20]2[CH:21]=[C:13]3[N:12]=[C:11]([C:5]4[C:4]5[C:8](=[CH:9][CH:10]=[C:2]([NH:1][C:29](=[O:46])[C:30]6[CH:35]=[CH:34][CH:33]=[N:32][CH:31]=6)[CH:3]=5)[NH:7][N:6]=4)[NH:27][C:14]3=[CH:15][C:16]=2[C:17]([CH3:26])([CH3:25])[C:18]1=[O:24])[CH3:23]. The catalyst class is: 118.